Dataset: Forward reaction prediction with 1.9M reactions from USPTO patents (1976-2016). Task: Predict the product of the given reaction. (1) Given the reactants [NH2:1]/[C:2](=[N:27]\[OH:28])/[C:3]([NH:9][C:10]([C:12]1[CH:17]=[C:16]([O:18][CH2:19][C:20]([F:23])([F:22])[F:21])[C:15]([CH:24]2[CH2:26][CH2:25]2)=[CH:14][N:13]=1)=[O:11])([CH2:5][CH:6]1[CH2:8][CH2:7]1)[CH3:4].[N:29]1(C#N)CCCC[CH2:30]1, predict the reaction product. The product is: [NH2:29][C:30]1[O:28][N:27]=[C:2]([C:3]([NH:9][C:10]([C:12]2[CH:17]=[C:16]([O:18][CH2:19][C:20]([F:22])([F:23])[F:21])[C:15]([CH:24]3[CH2:25][CH2:26]3)=[CH:14][N:13]=2)=[O:11])([CH3:4])[CH2:5][CH:6]2[CH2:8][CH2:7]2)[N:1]=1. (2) Given the reactants [Li]CCCC.CCCCCC.Br[C:13]1[CH:14]=[CH:15][C:16]2[N:17]([C:26]3[C:31]4[S:32][C:33]5[CH:38]=[CH:37][CH:36]=[CH:35][C:34]=5[C:30]=4[CH:29]=[CH:28][CH:27]=3)[C:18]3[C:23]([C:24]=2[CH:25]=1)=[CH:22][CH:21]=[CH:20][CH:19]=3.C[O:40][B:41](OC)[O:42]C.Cl, predict the reaction product. The product is: [CH:29]1[C:30]2[C:34]3[CH:35]=[CH:36][CH:37]=[CH:38][C:33]=3[S:32][C:31]=2[C:26]([N:17]2[C:16]3[CH:15]=[CH:14][C:13]([B:41]([OH:42])[OH:40])=[CH:25][C:24]=3[C:23]3[C:18]2=[CH:19][CH:20]=[CH:21][CH:22]=3)=[CH:27][CH:28]=1.